From a dataset of Catalyst prediction with 721,799 reactions and 888 catalyst types from USPTO. Predict which catalyst facilitates the given reaction. Reactant: [CH3:1][C:2]1[CH:3]=[C:4]([CH:14]=[CH:15][CH:16]=1)[O:5][C:6]1[CH:7]=[C:8]([CH:11]=[CH:12][CH:13]=1)[C:9]#[N:10].[H-].[Al+3].[Li+].[H-].[H-].[H-].C1COCC1.[OH-].[Na+]. Product: [CH3:1][C:2]1[CH:3]=[C:4]([CH:14]=[CH:15][CH:16]=1)[O:5][C:6]1[CH:7]=[C:8]([CH:11]=[CH:12][CH:13]=1)[CH2:9][NH2:10]. The catalyst class is: 6.